From a dataset of NCI-60 drug combinations with 297,098 pairs across 59 cell lines. Regression. Given two drug SMILES strings and cell line genomic features, predict the synergy score measuring deviation from expected non-interaction effect. (1) Drug 1: C1CCC(CC1)NC(=O)N(CCCl)N=O. Drug 2: CNC(=O)C1=NC=CC(=C1)OC2=CC=C(C=C2)NC(=O)NC3=CC(=C(C=C3)Cl)C(F)(F)F. Cell line: COLO 205. Synergy scores: CSS=33.5, Synergy_ZIP=0.482, Synergy_Bliss=4.48, Synergy_Loewe=0.630, Synergy_HSA=5.57. (2) Drug 1: COC1=CC(=CC(=C1O)OC)C2C3C(COC3=O)C(C4=CC5=C(C=C24)OCO5)OC6C(C(C7C(O6)COC(O7)C8=CC=CS8)O)O. Drug 2: CC1=CC2C(CCC3(C2CCC3(C(=O)C)OC(=O)C)C)C4(C1=CC(=O)CC4)C. Cell line: OVCAR-5. Synergy scores: CSS=20.2, Synergy_ZIP=6.78, Synergy_Bliss=9.67, Synergy_Loewe=-15.7, Synergy_HSA=6.61.